From a dataset of Forward reaction prediction with 1.9M reactions from USPTO patents (1976-2016). Predict the product of the given reaction. (1) Given the reactants [C:1]1([OH:7])[CH:6]=[CH:5][CH:4]=[CH:3][CH:2]=1.[O:8]=[P:9](Cl)([Cl:11])[Cl:10].CCN(CC)CC, predict the reaction product. The product is: [P:9]([Cl:11])([Cl:10])(=[O:8])[O:7][C:1]1[CH:6]=[CH:5][CH:4]=[CH:3][CH:2]=1. (2) Given the reactants [OH:1][C:2]1[CH:7]=[CH:6][C:5]([C:8]([N:10]2[CH2:15][CH2:14][O:13][CH2:12][CH2:11]2)=[O:9])=[C:4]([O:16][CH3:17])[CH:3]=1.[F:18][C:19]([F:39])([F:38])[S:20](N(C1C=CC(Cl)=CN=1)[S:20]([C:19]([F:39])([F:38])[F:18])(=[O:22])=[O:21])(=[O:22])=[O:21], predict the reaction product. The product is: [CH3:17][O:16][C:4]1[CH:3]=[C:2]([O:1][S:20]([C:19]([F:39])([F:38])[F:18])(=[O:22])=[O:21])[CH:7]=[CH:6][C:5]=1[C:8]([N:10]1[CH2:11][CH2:12][O:13][CH2:14][CH2:15]1)=[O:9]. (3) Given the reactants Br[C:2]1[CH:10]=[C:9]2[C:5]([CH:6]=[N:7][N:8]2[S:11]([C:14]2[CH:20]=[CH:19][C:17]([CH3:18])=[CH:16][CH:15]=2)(=[O:13])=[O:12])=[C:4]([CH2:21][O:22][C:23]2[CH:28]=[CH:27][CH:26]=[CH:25][C:24]=2[CH2:29][C:30]([O:32][C:33]([CH3:36])([CH3:35])[CH3:34])=[O:31])[CH:3]=1.[C:37]([O:41][C:42]([NH:44][C@@H:45]([C:47]1[C:48]([F:76])=[C:49](C2C=C(O)C=C(COC3C=CC=CC=3CC(OC(C)(C)C)=O)C=2)[CH:50]=[CH:51][CH:52]=1)[CH3:46])=[O:43])([CH3:40])([CH3:39])[CH3:38], predict the reaction product. The product is: [C:37]([O:41][C:42]([NH:44][C@@H:45]([C:47]1[C:48]([F:76])=[C:49]([C:2]2[CH:10]=[C:9]3[C:5]([CH:6]=[N:7][N:8]3[S:11]([C:14]3[CH:20]=[CH:19][C:17]([CH3:18])=[CH:16][CH:15]=3)(=[O:13])=[O:12])=[C:4]([CH2:21][O:22][C:23]3[CH:28]=[CH:27][CH:26]=[CH:25][C:24]=3[CH2:29][C:30]([O:32][C:33]([CH3:36])([CH3:34])[CH3:35])=[O:31])[CH:3]=2)[CH:50]=[CH:51][CH:52]=1)[CH3:46])=[O:43])([CH3:38])([CH3:39])[CH3:40]. (4) The product is: [Cl:1][C:2]1[CH:9]=[CH:8][C:5]([CH:6]=[O:7])=[C:4]([N:11]2[CH2:15][CH2:14][C@@H:13]([NH:16][C:17](=[O:23])[O:18][C:19]([CH3:21])([CH3:20])[CH3:22])[CH2:12]2)[CH:3]=1. Given the reactants [Cl:1][C:2]1[CH:9]=[CH:8][C:5]([CH:6]=[O:7])=[C:4](F)[CH:3]=1.[NH:11]1[CH2:15][CH2:14][C@@H:13]([NH:16][C:17](=[O:23])[O:18][C:19]([CH3:22])([CH3:21])[CH3:20])[CH2:12]1, predict the reaction product.